Dataset: Reaction yield outcomes from USPTO patents with 853,638 reactions. Task: Predict the reaction yield, written as a fraction of the theoretical maximum amount of product (1.0 means a 100% yield; for example, 0.34 means a 34% yield). (1) The reactants are [S:1]1[C:10]2[CH2:9][CH2:8][CH2:7][N:6]([C:11]([O:13][CH2:14][CH3:15])=[O:12])[CH2:5][C:4]=2[CH:3]=[CH:2]1.C1C(=O)N([Br:23])C(=O)C1. The catalyst is C(#N)C. The product is [Br:23][C:2]1[S:1][C:10]2[CH2:9][CH2:8][CH2:7][N:6]([C:11]([O:13][CH2:14][CH3:15])=[O:12])[CH2:5][C:4]=2[CH:3]=1. The yield is 0.860. (2) The reactants are CS(O[CH2:6][CH2:7][C:8]1[C:17]2[CH2:16][O:15][C:14]([CH3:19])([CH3:18])[O:13][C:12]=2[CH:11]=[CH:10][CH:9]=1)(=O)=O.[NH:20]1[CH2:25][CH2:24][CH:23]([C:26]([O:28][CH2:29][CH3:30])=[O:27])[CH2:22][CH2:21]1. The catalyst is CN(C=O)C. The product is [CH3:18][C:14]1([CH3:19])[O:13][C:12]2[CH:11]=[CH:10][CH:9]=[C:8]([CH2:7][CH2:6][N:20]3[CH2:25][CH2:24][CH:23]([C:26]([O:28][CH2:29][CH3:30])=[O:27])[CH2:22][CH2:21]3)[C:17]=2[CH2:16][O:15]1. The yield is 0.490.